This data is from Reaction yield outcomes from USPTO patents with 853,638 reactions. The task is: Predict the reaction yield, written as a fraction of the theoretical maximum amount of product (1.0 means a 100% yield; for example, 0.34 means a 34% yield). The reactants are O[CH2:2][C:3]1[CH:16]=[N:15][C:6]2[C:7]3[N:8]([CH:12]=[CH:13][CH:14]=3)[C:9](=[O:11])[NH:10][C:5]=2[CH:4]=1.[Cl:17][C:18]1[CH:19]=[C:20]([CH:26]=[CH:27][C:28]=1[N:29]1[CH2:34][CH2:33][NH:32][CH2:31][CH2:30]1)[C:21]([NH:23][CH2:24][CH3:25])=[O:22].[I-].C(C[P+](C)(C)C)#N.C(N(C(C)C)C(C)C)C. The catalyst is C(#N)CC. The product is [Cl:17][C:18]1[CH:19]=[C:20]([CH:26]=[CH:27][C:28]=1[N:29]1[CH2:30][CH2:31][N:32]([CH2:2][C:3]2[CH:16]=[N:15][C:6]3[C:7]4[N:8]([CH:12]=[CH:13][CH:14]=4)[C:9](=[O:11])[NH:10][C:5]=3[CH:4]=2)[CH2:33][CH2:34]1)[C:21]([NH:23][CH2:24][CH3:25])=[O:22]. The yield is 0.665.